This data is from Full USPTO retrosynthesis dataset with 1.9M reactions from patents (1976-2016). The task is: Predict the reactants needed to synthesize the given product. Given the product [F:8][C:3]1[CH:4]=[CH:5][CH:6]=[CH:7][C:2]=1[C:17](=[O:27])[CH2:18][O:19][CH:20]([CH:25]=[CH2:26])[C:21]([F:23])([F:22])[F:24], predict the reactants needed to synthesize it. The reactants are: Br[C:2]1[CH:7]=[CH:6][CH:5]=[CH:4][C:3]=1[F:8].C([Li])CCC.CON(C)[C:17](=[O:27])[CH2:18][O:19][CH:20]([CH:25]=[CH2:26])[C:21]([F:24])([F:23])[F:22].